Dataset: Peptide-MHC class I binding affinity with 185,985 pairs from IEDB/IMGT. Task: Regression. Given a peptide amino acid sequence and an MHC pseudo amino acid sequence, predict their binding affinity value. This is MHC class I binding data. (1) The peptide sequence is MMMTACDDGR. The MHC is HLA-A02:02 with pseudo-sequence HLA-A02:02. The binding affinity (normalized) is 0.202. (2) The peptide sequence is YQAYAAPQL. The MHC is BoLA-HD6 with pseudo-sequence BoLA-HD6. The binding affinity (normalized) is 0.646. (3) The peptide sequence is SMINGVVKL. The MHC is HLA-A02:17 with pseudo-sequence HLA-A02:17. The binding affinity (normalized) is 0.440.